From a dataset of Full USPTO retrosynthesis dataset with 1.9M reactions from patents (1976-2016). Predict the reactants needed to synthesize the given product. Given the product [CH3:19][CH:18]([CH3:20])[C@H:14]([NH:13][C:11]1[C:10]2[C:5](=[CH:6][CH:7]=[CH:8][CH:9]=2)[N:4]=[C:3]([CH2:2][N:30]2[CH2:31][CH2:32][N:27]([C:21]3[CH:26]=[CH:25][CH:24]=[CH:23][CH:22]=3)[CH2:28][CH2:29]2)[N:12]=1)[C:15]([NH2:17])=[O:16], predict the reactants needed to synthesize it. The reactants are: Cl[CH2:2][C:3]1[N:12]=[C:11]([NH:13][C@@H:14]([CH:18]([CH3:20])[CH3:19])[C:15]([NH2:17])=[O:16])[C:10]2[C:5](=[CH:6][CH:7]=[CH:8][CH:9]=2)[N:4]=1.[C:21]1([N:27]2[CH2:32][CH2:31][NH:30][CH2:29][CH2:28]2)[CH:26]=[CH:25][CH:24]=[CH:23][CH:22]=1.C(=O)([O-])[O-].[K+].[K+].